The task is: Predict the product of the given reaction.. This data is from Forward reaction prediction with 1.9M reactions from USPTO patents (1976-2016). (1) The product is: [CH2:38]([OH:37])[C@H:39]([C@H:40]([C@@H:41]([C@@H:42]([CH2:44][OH:45])[OH:43])[OH:47])[OH:48])[OH:49]. Given the reactants C(N(CC(O)=O)CC(O)=O)CN(CC(O)=O)CC(O)=O.C1CCC([NH3+])CC1.C1C2NC=C([O:37][CH:38]3[O:43][CH:42]([C:44]([O-])=[O:45])[CH:41]([OH:47])[CH:40]([OH:48])[CH:39]3[OH:49])C=2C(Cl)=C(Br)C=1, predict the reaction product. (2) Given the reactants [NH2:1][C:2]1[C:7]([C:8]2[CH:20]=[CH:19][C:11]([C:12]([O:14][C:15]([CH3:18])([CH3:17])[CH3:16])=[O:13])=[C:10]([F:21])[CH:9]=2)=[CH:6][C:5](B2OC(C)(C)C(C)(C)O2)=[CH:4][N:3]=1.C(=O)([O-])[O-].[Na+].[Na+].[O:37]=[C:38]1[CH:42]=[C:41](OS(C2C=CC(C)=CC=2)(=O)=O)[CH2:40][N:39]1[C:54]([O:56][C:57]([CH3:60])([CH3:59])[CH3:58])=[O:55], predict the reaction product. The product is: [NH2:1][C:2]1[N:3]=[CH:4][C:5]([C:41]2[CH2:40][N:39]([C:54]([O:56][C:57]([CH3:59])([CH3:58])[CH3:60])=[O:55])[C:38](=[O:37])[CH:42]=2)=[CH:6][C:7]=1[C:8]1[CH:20]=[CH:19][C:11]([C:12]([O:14][C:15]([CH3:16])([CH3:17])[CH3:18])=[O:13])=[C:10]([F:21])[CH:9]=1. (3) The product is: [F:42][C:43]([F:56])([F:55])[S:44]([O:41][C:37]1[CH:36]=[CH:35][C:34]2[C:39](=[CH:40][C:31]([C:24]3[C:23]4[C:18]([C:17]([C:10]5[C:11]6[C:16](=[CH:15][CH:14]=[CH:13][CH:12]=6)[C:7]([C:1]6[CH:2]=[CH:3][CH:4]=[CH:5][CH:6]=6)=[CH:8][CH:9]=5)=[C:30]5[C:25]=3[CH:26]=[CH:27][CH:28]=[CH:29]5)=[CH:19][CH:20]=[CH:21][CH:22]=4)=[CH:32][CH:33]=2)[CH:38]=1)(=[O:46])=[O:45]. Given the reactants [C:1]1([C:7]2[C:16]3[C:11](=[CH:12][CH:13]=[CH:14][CH:15]=3)[C:10]([C:17]3[C:30]4[C:25](=[CH:26][CH:27]=[CH:28][CH:29]=4)[C:24]([C:31]4[CH:40]=[C:39]5[C:34]([CH:35]=[CH:36][C:37]([OH:41])=[CH:38]5)=[CH:33][CH:32]=4)=[C:23]4[C:18]=3[CH:19]=[CH:20][CH:21]=[CH:22]4)=[CH:9][CH:8]=2)[CH:6]=[CH:5][CH:4]=[CH:3][CH:2]=1.[F:42][C:43]([F:56])([F:55])[S:44](O[S:44]([C:43]([F:56])([F:55])[F:42])(=[O:46])=[O:45])(=[O:46])=[O:45], predict the reaction product. (4) Given the reactants C([O:3][C:4](=[O:23])[C:5]([O:15][C:16]1[CH:21]=[CH:20][C:19]([Cl:22])=[CH:18][CH:17]=1)([CH3:14])[CH2:6][C:7]1[CH:12]=[CH:11][C:10](O)=[CH:9][CH:8]=1)C.[CH:24]1([C:30]2[O:31][C:32]([CH3:48])=[C:33]([CH2:35][CH2:36][O:37]S(C3C=CC(C)=CC=3)(=O)=O)[N:34]=2)[CH2:29][CH2:28][CH2:27][CH2:26][CH2:25]1, predict the reaction product. The product is: [Cl:22][C:19]1[CH:18]=[CH:17][C:16]([O:15][C:5]([CH3:14])([CH2:6][C:7]2[CH:8]=[CH:9][C:10]([O:37][CH2:36][CH2:35][C:33]3[N:34]=[C:30]([CH:24]4[CH2:25][CH2:26][CH2:27][CH2:28][CH2:29]4)[O:31][C:32]=3[CH3:48])=[CH:11][CH:12]=2)[C:4]([OH:23])=[O:3])=[CH:21][CH:20]=1. (5) The product is: [Br:1][C:2]1[CH:7]=[CH:6][C:5]([S:8]([N:15]([CH2:16][CH3:17])[CH2:13][CH3:14])(=[O:10])=[O:9])=[CH:4][C:3]=1[F:12]. Given the reactants [Br:1][C:2]1[CH:7]=[CH:6][C:5]([S:8](Cl)(=[O:10])=[O:9])=[CH:4][C:3]=1[F:12].[CH2:13]([NH:15][CH2:16][CH3:17])[CH3:14], predict the reaction product. (6) Given the reactants ClC(Cl)(O[C:5](=[O:11])[O:6][C:7](Cl)(Cl)Cl)Cl.[Cl:13][C:14]1[C:15]([O:24][C:25]2[CH:30]=[C:29]([O:31][CH2:32][CH2:33][O:34][CH3:35])[CH:28]=[CH:27][C:26]=2/[CH:36]=[CH:37]/CO)=[N:16][CH:17]=[C:18]([C:20]([F:23])([F:22])[F:21])[CH:19]=1.[CH2:40]([S:45]([NH2:48])(=[O:47])=[O:46])[CH2:41][CH2:42][CH2:43][CH3:44].C(N(CC)C(C)C)(C)C.Cl, predict the reaction product. The product is: [CH2:40]([S:45]([NH:48][C:5](=[O:11])[O:6][CH2:7]/[CH:37]=[CH:36]/[C:26]1[CH:27]=[CH:28][C:29]([O:31][CH2:32][CH2:33][O:34][CH3:35])=[CH:30][C:25]=1[O:24][C:15]1[C:14]([Cl:13])=[CH:19][C:18]([C:20]([F:23])([F:22])[F:21])=[CH:17][N:16]=1)(=[O:47])=[O:46])[CH2:41][CH2:42][CH2:43][CH3:44]. (7) Given the reactants [C:1]([O:5][C:6]([N:8]1[CH2:13][CH2:12][N:11]2[C:14]([CH2:18][O:19][CH3:20])=[N:15][C:16](I)=[C:10]2[CH:9]1[CH2:21][CH2:22][C:23]1[CH:28]=[CH:27][C:26]([C:29]([F:32])([F:31])[F:30])=[CH:25][CH:24]=1)=[O:7])([CH3:4])([CH3:3])[CH3:2].C(Cl)[Cl:34].CO, predict the reaction product. The product is: [C:1]([O:5][C:6]([N:8]1[CH2:13][CH2:12][N:11]2[C:14]([CH2:18][O:19][CH3:20])=[N:15][C:16]([Cl:34])=[C:10]2[CH:9]1[CH2:21][CH2:22][C:23]1[CH:28]=[CH:27][C:26]([C:29]([F:32])([F:31])[F:30])=[CH:25][CH:24]=1)=[O:7])([CH3:4])([CH3:3])[CH3:2]. (8) Given the reactants [Cl:1][C:2]1[CH:7]=[CH:6][C:5]([C:8]2[N:12]([CH:13]3[CH2:15][CH2:14]3)[C:11](=[O:16])[N:10]([CH:17]([CH3:21])[C:18]([OH:20])=O)[N:9]=2)=[CH:4][CH:3]=1.[C:22]1([CH:32]([NH2:34])[CH3:33])[C:31]2[C:26](=[CH:27][CH:28]=[CH:29][CH:30]=2)[CH:25]=[CH:24][CH:23]=1.C1C=CC2N(O)N=NC=2C=1.CCN=C=NCCCN(C)C.Cl, predict the reaction product. The product is: [Cl:1][C:2]1[CH:3]=[CH:4][C:5]([C:8]2[N:12]([CH:13]3[CH2:14][CH2:15]3)[C:11](=[O:16])[N:10]([CH:17]([CH3:21])[C:18]([NH:34][C@H:32]([C:22]3[C:31]4[C:26](=[CH:27][CH:28]=[CH:29][CH:30]=4)[CH:25]=[CH:24][CH:23]=3)[CH3:33])=[O:20])[N:9]=2)=[CH:6][CH:7]=1. (9) Given the reactants [F:1][CH:2]([F:32])[C:3]1[N:7]([C:8]2[N:13]=[C:12]([N:14]3[CH2:19][CH2:18][O:17][CH2:16][CH2:15]3)[N:11]=[C:10]([N:20]3[CH2:25][CH2:24][NH:23][CH2:22][CH2:21]3)[N:9]=2)[C:6]2[CH:26]=[CH:27][CH:28]=[C:29]([O:30][CH3:31])[C:5]=2[N:4]=1.CCN(CC)CC.[F:40][C:41]([F:54])([F:53])[S:42](O[S:42]([C:41]([F:54])([F:53])[F:40])(=[O:44])=[O:43])(=[O:44])=[O:43].O, predict the reaction product. The product is: [F:32][CH:2]([F:1])[C:3]1[N:7]([C:8]2[N:13]=[C:12]([N:14]3[CH2:15][CH2:16][O:17][CH2:18][CH2:19]3)[N:11]=[C:10]([N:20]3[CH2:25][CH2:24][N:23]([S:42]([C:41]([F:54])([F:53])[F:40])(=[O:44])=[O:43])[CH2:22][CH2:21]3)[N:9]=2)[C:6]2[CH:26]=[CH:27][CH:28]=[C:29]([O:30][CH3:31])[C:5]=2[N:4]=1.